Task: Predict the reaction yield, written as a fraction of the theoretical maximum amount of product (1.0 means a 100% yield; for example, 0.34 means a 34% yield).. Dataset: Reaction yield outcomes from USPTO patents with 853,638 reactions (1) The yield is 0.710. The catalyst is C1(C)C=CC=CC=1. The product is [Cl:1][C:2]1[CH:3]=[CH:4][C:5]([S:8]([CH:11]([CH:21]2[CH2:22][CH2:23][O:18][CH2:19][CH2:20]2)[C:12]2[CH:13]=[CH:14][N:15]=[CH:16][CH:17]=2)(=[O:9])=[O:10])=[CH:6][CH:7]=1. The reactants are [Cl:1][C:2]1[CH:7]=[CH:6][C:5]([S:8]([CH2:11][C:12]2[CH:17]=[CH:16][N:15]=[CH:14][CH:13]=2)(=[O:10])=[O:9])=[CH:4][CH:3]=1.[O:18]1[CH2:23][CH2:22][CH:21](O)[CH2:20][CH2:19]1.C(C=P(CCCC)(CCCC)CCCC)#N. (2) The reactants are [Si]([C:8]1[O:9][C:10]2[CH:30]=[C:29]([O:31][CH3:32])[CH:28]=[CH:27][C:11]=2[C:12]=1[C:13](=[O:26])[C:14]1[CH:19]=[C:18]([O:20][CH3:21])[C:17]([O:22][CH3:23])=[C:16]([O:24][CH3:25])[CH:15]=1)(C(C)(C)C)(C)C.[F-].C([N+](CCCC)(CCCC)CCCC)CCC. The catalyst is O1CCCC1.C(OCC)(=O)C. The product is [CH3:25][O:24][C:16]1[CH:15]=[C:14]([CH:19]=[C:18]([O:20][CH3:21])[C:17]=1[O:22][CH3:23])[C:13]([C:12]1[C:11]2[CH:27]=[CH:28][C:29]([O:31][CH3:32])=[CH:30][C:10]=2[O:9][CH:8]=1)=[O:26]. The yield is 0.860. (3) The reactants are [NH:1]1[C:5]2[CH:6]=[CH:7][C:8]([C:10]3[NH:11][C:12]4[N:13]([N:17]=[CH:18][C:19]=4[C:20]([OH:22])=O)[C:14](=[O:16])[CH:15]=3)=[CH:9][C:4]=2[N:3]=[N:2]1.C1N=CN(C(N2C=NC=C2)=O)C=1.[CH2:35]([NH2:38])[C:36]#[CH:37]. The catalyst is CN(C=O)C. The product is [NH:1]1[C:5]2[CH:6]=[CH:7][C:8]([C:10]3[NH:11][C:12]4[N:13]([N:17]=[CH:18][C:19]=4[C:20]([NH:38][CH2:35][C:36]#[CH:37])=[O:22])[C:14](=[O:16])[CH:15]=3)=[CH:9][C:4]=2[N:3]=[N:2]1. The yield is 0.360. (4) The reactants are O.NN.C([O:7][C@H:8]1[C@H:12]([O:13][C:14](=[O:21])[C:15]2[CH:20]=[CH:19][CH:18]=[CH:17][CH:16]=2)[C@H:11]([CH2:22][O:23][C:24](=[O:31])[C:25]2[CH:30]=[CH:29][CH:28]=[CH:27][CH:26]=2)[O:10][C@@H:9]1[N:32]1[CH:39]=[CH:38][C:36](=[O:37])[NH:35][C:33]1=[O:34])(=O)C.CC(C)=O. The catalyst is N1C=CC=CC=1.C(O)(=O)C. The product is [C:14]([O:13][C@@H:12]1[C@H:11]([CH2:22][O:23][C:24](=[O:31])[C:25]2[CH:30]=[CH:29][CH:28]=[CH:27][CH:26]=2)[O:10][C@H:9]([N:32]2[CH:39]=[CH:38][C:36](=[O:37])[NH:35][C:33]2=[O:34])[C@H:8]1[OH:7])(=[O:21])[C:15]1[CH:20]=[CH:19][CH:18]=[CH:17][CH:16]=1. The yield is 0.680.